This data is from Catalyst prediction with 721,799 reactions and 888 catalyst types from USPTO. The task is: Predict which catalyst facilitates the given reaction. Product: [CH3:1][N:2]([CH2:18][C@:19]1([CH3:30])[O:23][C:22]2=[N:24][C:25]([N+:27]([O-:29])=[O:28])=[CH:26][N:21]2[CH2:20]1)[CH2:3][CH2:4][N:5]1[CH2:10][CH2:9][N:8]([C:11]([O:13][CH2:44][C:43]2[CH:42]=[CH:41][C:40]([C:39]([F:38])([F:48])[F:49])=[CH:47][CH:46]=2)=[O:12])[CH2:7][CH2:6]1. The catalyst class is: 606. Reactant: [CH3:1][N:2]([CH2:18][C@:19]1([CH3:30])[O:23][C:22]2=[N:24][C:25]([N+:27]([O-:29])=[O:28])=[CH:26][N:21]2[CH2:20]1)[CH2:3][CH2:4][N:5]1[CH2:10][CH2:9][N:8]([C:11]([O:13]C(C)(C)C)=[O:12])[CH2:7][CH2:6]1.FC(F)(F)C(O)=O.[F:38][C:39]([F:49])([F:48])[C:40]1[CH:47]=[CH:46][C:43]([CH2:44]O)=[CH:42][CH:41]=1.C(N1C=CN=C1)(N1C=CN=C1)=O.